Dataset: Catalyst prediction with 721,799 reactions and 888 catalyst types from USPTO. Task: Predict which catalyst facilitates the given reaction. Reactant: [CH2:1]([N:9]=[C:10]=[O:11])[CH2:2][C:3]1[CH:8]=[CH:7][CH:6]=[CH:5][CH:4]=1.[N+:12](=[C:14]1[N:18]=[CH:17][N:16]=[C:15]1[C:19]([NH2:21])=[O:20])=[N-:13]. Product: [O:11]=[C:10]1[N:9]([CH2:1][CH2:2][C:3]2[CH:8]=[CH:7][CH:6]=[CH:5][CH:4]=2)[N:13]=[N:12][C:14]2=[C:15]([C:19]([NH2:21])=[O:20])[N:16]=[CH:17][N:18]12. The catalyst class is: 16.